This data is from Catalyst prediction with 721,799 reactions and 888 catalyst types from USPTO. The task is: Predict which catalyst facilitates the given reaction. (1) Reactant: O[CH2:2][C:3]1[CH:4]=[C:5]2[C:14](=[CH:15][CH:16]=1)[C:13](=[O:17])[C:12]1[CH2:11][CH2:10][C:9]([CH3:19])([CH3:18])[CH2:8][C:7]=1[S:6]2.C1(P(C2C=CC=CC=2)C2C=CC=CC=2)C=CC=CC=1.[Cl:39]C(Cl)(Cl)Cl. Product: [Cl:39][CH2:2][C:3]1[CH:4]=[C:5]2[C:14](=[CH:15][CH:16]=1)[C:13](=[O:17])[C:12]1[CH2:11][CH2:10][C:9]([CH3:19])([CH3:18])[CH2:8][C:7]=1[S:6]2. The catalyst class is: 4. (2) Reactant: [CH2:1]([C:3]1[CH:8]=[C:7]([O:9][CH2:10][O:11][CH2:12][CH2:13][Si:14]([CH3:17])([CH3:16])[CH3:15])[C:6]([F:18])=[CH:5][C:4]=1[C:19]1[N:24]=[CH:23][C:22]2[CH:25]=[N:26][N:27]([CH:28]3[CH2:33][CH2:32][CH2:31][CH2:30][O:29]3)[C:21]=2[CH:20]=1)[CH3:2].C1C=C(Cl)C=C(C(OO)=[O:42])C=1. Product: [CH2:1]([C:3]1[CH:8]=[C:7]([O:9][CH2:10][O:11][CH2:12][CH2:13][Si:14]([CH3:17])([CH3:16])[CH3:15])[C:6]([F:18])=[CH:5][C:4]=1[C:19]1[N+:24]([O-:42])=[CH:23][C:22]2[CH:25]=[N:26][N:27]([CH:28]3[CH2:33][CH2:32][CH2:31][CH2:30][O:29]3)[C:21]=2[CH:20]=1)[CH3:2]. The catalyst class is: 2. (3) Reactant: [NH2:1][CH:2]1[CH2:6][N:5]([C:7]2[CH:8]=[N:9][N:10]3[CH2:15][C@H:14]([CH3:16])[N:13]([C:17]([O:19][C:20]([CH3:23])([CH3:22])[CH3:21])=[O:18])[CH2:12][C:11]=23)[C:4](=[O:24])[CH2:3]1.Br[CH2:26][CH2:27][O:28][Si:29]([C:32]([CH3:35])([CH3:34])[CH3:33])([CH3:31])[CH3:30].C([O-])([O-])=O.[Cs+].[Cs+]. Product: [Si:29]([O:28][CH2:27][CH2:26][NH:1][CH:2]1[CH2:6][N:5]([C:7]2[CH:8]=[N:9][N:10]3[CH2:15][C@H:14]([CH3:16])[N:13]([C:17]([O:19][C:20]([CH3:23])([CH3:22])[CH3:21])=[O:18])[CH2:12][C:11]=23)[C:4](=[O:24])[CH2:3]1)([C:32]([CH3:35])([CH3:34])[CH3:33])([CH3:31])[CH3:30]. The catalyst class is: 23.